Dataset: Peptide-MHC class II binding affinity with 134,281 pairs from IEDB. Task: Regression. Given a peptide amino acid sequence and an MHC pseudo amino acid sequence, predict their binding affinity value. This is MHC class II binding data. (1) The peptide sequence is SEAVLRGQALLVNSS. The MHC is DRB1_0101 with pseudo-sequence DRB1_0101. The binding affinity (normalized) is 0.778. (2) The peptide sequence is KEIYNYMEPYVSKNP. The MHC is HLA-DPA10103-DPB10301 with pseudo-sequence HLA-DPA10103-DPB10301. The binding affinity (normalized) is 0.0591.